Dataset: Full USPTO retrosynthesis dataset with 1.9M reactions from patents (1976-2016). Task: Predict the reactants needed to synthesize the given product. (1) Given the product [C:12]([NH:1][C:2]1[C:10]([CH3:11])=[CH:9][CH:8]=[CH:7][C:3]=1[C:4]([OH:6])=[O:5])(=[O:14])[CH3:13], predict the reactants needed to synthesize it. The reactants are: [NH2:1][C:2]1[C:10]([CH3:11])=[CH:9][CH:8]=[CH:7][C:3]=1[C:4]([OH:6])=[O:5].[C:12](OC(=O)C)(=[O:14])[CH3:13].O1CCCC1. (2) Given the product [CH2:11]([O:10][C:8]([C:5]1[CH:4]=[CH:3][C:2]([C:26]2[CH2:31][CH2:30][N:29]([C:32]([O:34][C:35]([CH3:38])([CH3:37])[CH3:36])=[O:33])[CH2:28][CH:27]=2)=[CH:7][N:6]=1)=[O:9])[C:12]1[CH:17]=[CH:16][CH:15]=[CH:14][CH:13]=1, predict the reactants needed to synthesize it. The reactants are: Br[C:2]1[CH:3]=[CH:4][C:5]([C:8]([O:10][CH2:11][C:12]2[CH:17]=[CH:16][CH:15]=[CH:14][CH:13]=2)=[O:9])=[N:6][CH:7]=1.CC1(C)C(C)(C)OB([C:26]2[CH2:27][CH2:28][N:29]([C:32]([O:34][C:35]([CH3:38])([CH3:37])[CH3:36])=[O:33])[CH2:30][CH:31]=2)O1.C(=O)([O-])[O-].[Cs+].[Cs+].O. (3) Given the product [Si:1]([O:8][C@@H:9]([CH3:15])[C:10]([OH:12])=[O:11])([C:4]([CH3:7])([CH3:6])[CH3:5])([CH3:3])[CH3:2], predict the reactants needed to synthesize it. The reactants are: [Si:1]([O:8][C@@H:9]([CH3:15])[C:10]([O:12]CC)=[O:11])([C:4]([CH3:7])([CH3:6])[CH3:5])([CH3:3])[CH3:2].[Li+].[OH-]. (4) Given the product [CH:1]12[CH2:10][CH:5]3[CH2:6][CH:7]([CH2:9][CH:3]([CH2:4]3)[C:2]1([CH2:14][OH:23])[CH2:11][OH:12])[CH2:8]2, predict the reactants needed to synthesize it. The reactants are: [CH:1]12[CH2:10][CH:5]3[CH2:6][CH:7]([CH2:9][CH:3]([CH2:4]3)[CH:2]1[CH:11]=[O:12])[CH2:8]2.C12CC3CC(CC(C3)[C:14]1=[O:23])C2.ClCC([O-])=O.C=O.[OH-].[Na+]. (5) Given the product [Cl:2][C:3]1[CH:4]=[C:5]([N:9]2[C:13]([CH2:14][NH:15][C:33]([NH:32][C:23]3[CH:24]=[CH:25][C:26]([O:27][CH2:28][CH2:29][O:30][CH3:31])=[C:21]([F:20])[CH:22]=3)=[O:34])=[CH:12][C:11]([C:16]([F:17])([F:18])[F:19])=[N:10]2)[CH:6]=[CH:7][CH:8]=1, predict the reactants needed to synthesize it. The reactants are: Cl.[Cl:2][C:3]1[CH:4]=[C:5]([N:9]2[C:13]([CH2:14][NH2:15])=[CH:12][C:11]([C:16]([F:19])([F:18])[F:17])=[N:10]2)[CH:6]=[CH:7][CH:8]=1.[F:20][C:21]1[CH:22]=[C:23]([NH:32][C:33](=O)[O:34]C2C=CC=CC=2)[CH:24]=[CH:25][C:26]=1[O:27][CH2:28][CH2:29][O:30][CH3:31]. (6) Given the product [C:56]([NH:55][CH:42]([C:43]([NH:45][CH2:46][C:47](=[O:54])[CH2:48][C:49]([CH3:53])([CH3:52])[CH2:50][CH3:51])=[O:44])[CH2:41][C:38]1[CH:37]=[CH:36][C:35]([C:34]2[C:30]([NH:29][C:28](=[O:60])[O:27][C:23]([CH3:26])([CH3:25])[CH3:24])=[N:31][N:32]([CH3:59])[CH:33]=2)=[CH:40][CH:39]=1)(=[O:58])[CH3:57], predict the reactants needed to synthesize it. The reactants are: CC(OI1(OC(C)=O)(OC(C)=O)OC(=O)C2C=CC=CC1=2)=O.[C:23]([O:27][C:28](=[O:60])[NH:29][C:30]1[C:34]([C:35]2[CH:40]=[CH:39][C:38]([CH2:41][CH:42]([NH:55][C:56](=[O:58])[CH3:57])[C:43]([NH:45][CH2:46][CH:47]([OH:54])[CH2:48][C:49]([CH3:53])([CH3:52])[CH2:50][CH3:51])=[O:44])=[CH:37][CH:36]=2)=[CH:33][N:32]([CH3:59])[N:31]=1)([CH3:26])([CH3:25])[CH3:24].